Dataset: Reaction yield outcomes from USPTO patents with 853,638 reactions. Task: Predict the reaction yield, written as a fraction of the theoretical maximum amount of product (1.0 means a 100% yield; for example, 0.34 means a 34% yield). (1) The reactants are Cl[C:2]1[CH:11]=[CH:10][C:9]2[CH:8]([NH:12][C:13]3[CH:14]=[N:15][CH:16]=[CH:17][CH:18]=3)[C:7]([C:20]([F:23])([F:22])[F:21])([OH:19])[CH2:6][C:5]([CH3:25])([CH3:24])[C:4]=2[C:3]=1[OH:26].[C-:27]#[N:28].[Na+].O. The catalyst is CN1CCCC1=O.C(OCC)(=O)C.[Ni](Br)Br. The product is [OH:26][C:3]1[C:4]2[C:5]([CH3:25])([CH3:24])[CH2:6][C:7]([OH:19])([C:20]([F:23])([F:22])[F:21])[CH:8]([NH:12][C:13]3[CH:14]=[N:15][CH:16]=[CH:17][CH:18]=3)[C:9]=2[CH:10]=[CH:11][C:2]=1[C:27]#[N:28]. The yield is 0.192. (2) The reactants are [Cl:1][C:2]1[CH:10]=[C:9]2[C:5]([C:6]([C:11](=[O:16])[C:12]([F:15])([F:14])[F:13])=[CH:7][NH:8]2)=[CH:4][C:3]=1[CH3:17].[H-].[Na+].[CH3:20][N:21]([CH2:23][C:24](Cl)=O)[CH3:22].CN(C=[O:31])C. No catalyst specified. The product is [Cl:1][C:2]1[CH:10]=[C:9]2[C:5]([C:6]([C:11](=[O:16])[C:12]([F:13])([F:14])[F:15])=[CH:7][N:8]2[CH2:24][C:23]([N:21]([CH3:22])[CH3:20])=[O:31])=[CH:4][C:3]=1[CH3:17]. The yield is 0.600. (3) The reactants are [N:1]12[CH2:8][CH2:7][C:4]([C:9]([C:17]3[CH:22]=[CH:21][CH:20]=[CH:19][CH:18]=3)([C:11]3[CH:16]=[CH:15][CH:14]=[CH:13][CH:12]=3)[OH:10])([CH2:5][CH2:6]1)[CH2:3][CH2:2]2.[Br:23][CH2:24][CH2:25][O:26][CH2:27][C:28]1[CH:35]=[CH:34][C:31]([C:32]#[N:33])=[CH:30][CH:29]=1. The catalyst is CC#N.C(Cl)(Cl)Cl. The product is [Br-:23].[C:32]([C:31]1[CH:34]=[CH:35][C:28]([CH2:27][O:26][CH2:25][CH2:24][N+:1]23[CH2:6][CH2:5][C:4]([C:9]([OH:10])([C:17]4[CH:22]=[CH:21][CH:20]=[CH:19][CH:18]=4)[C:11]4[CH:12]=[CH:13][CH:14]=[CH:15][CH:16]=4)([CH2:3][CH2:2]2)[CH2:7][CH2:8]3)=[CH:29][CH:30]=1)#[N:33]. The yield is 0.740. (4) The reactants are [C:1]([CH:3]1[CH2:5][CH2:4]1)#[CH:2].[N+:6]([CH2:9][C:10]([O:12][CH2:13][CH3:14])=[O:11])([O-])=[O:7].C1N2CCN(CC2)C1. The catalyst is C(O)C. The product is [CH:3]1([C:1]2[O:7][N:6]=[C:9]([C:10]([O:12][CH2:13][CH3:14])=[O:11])[CH:2]=2)[CH2:5][CH2:4]1. The yield is 0.920. (5) The reactants are Br[CH2:2][C:3]1[CH:10]=[CH:9][C:6]([CH:7]=[O:8])=[CH:5][C:4]=1[Cl:11].C([O-])([O-])=O.[K+].[K+].[NH2:18][C:19]1[CH:24]=[CH:23][CH:22]=[CH:21][N:20]=1. The catalyst is CN(C)C(=O)C.O. The product is [Cl:11][C:4]1[CH:5]=[C:6]([CH:9]=[CH:10][C:3]=1[CH2:2][NH:18][C:19]1[CH:24]=[CH:23][CH:22]=[CH:21][N:20]=1)[CH:7]=[O:8]. The yield is 0.500. (6) The reactants are [F:1][C:2]([F:17])([F:16])[C:3]1[CH:8]=[CH:7][C:6]([C:9]2[CH:14]=[CH:13][N+:12]([O-])=[CH:11][CH:10]=2)=[CH:5][CH:4]=1.CC(OC(C)=O)=[O:20]. No catalyst specified. The product is [F:1][C:2]([F:17])([F:16])[C:3]1[CH:8]=[CH:7][C:6]([C:9]2[CH:14]=[CH:13][NH:12][C:11](=[O:20])[CH:10]=2)=[CH:5][CH:4]=1. The yield is 0.720.